Dataset: Full USPTO retrosynthesis dataset with 1.9M reactions from patents (1976-2016). Task: Predict the reactants needed to synthesize the given product. (1) Given the product [CH2:14]([O:13][C:10]1[CH:9]=[CH:8][N:7]=[C:6]([CH2:5][S:22][C:23]2[NH:27][C:26]3[CH:28]=[CH:29][CH:30]=[CH:31][C:25]=3[N:24]=2)[C:11]=1[CH3:12])[CH2:15][CH2:16][CH3:17], predict the reactants needed to synthesize it. The reactants are: C(O[CH2:5][C:6]1[C:11]([CH3:12])=[C:10]([O:13][CH2:14][CH2:15][CH2:16][CH3:17])[CH:9]=[CH:8][N:7]=1)(=O)C.S(Cl)(Cl)=O.[SH:22][C:23]1[NH:24][C:25]2[CH:31]=[CH:30][CH:29]=[CH:28][C:26]=2[N:27]=1.C[O-].[Na+]. (2) Given the product [CH3:1][C:2]1([C:12]([O:14][CH2:15][CH3:16])=[O:13])[CH2:3][CH2:4][C:5](=[O:6])[CH2:10][CH2:11]1, predict the reactants needed to synthesize it. The reactants are: [CH3:1][C:2]1([C:12]([O:14][CH2:15][CH3:16])=[O:13])[CH2:11][CH2:10][C:5]2(OCC[O:6]2)[CH2:4][CH2:3]1.CC1C=CC(S(O)(=O)=O)=CC=1.O. (3) Given the product [F:16][C:15]([F:18])([F:17])[C:14]([OH:31])=[O:13].[Cl:1][C:2]1[N:3]=[C:4]([NH:21][C:22]2[CH:27]=[CH:26][N:25]=[CH:24][N:23]=2)[C:5]2[N:10]([CH2:11][CH2:12][O:13][CH2:14][C:15]([F:18])([F:17])[F:16])[N:9]=[C:8]([CH2:19][N:28]3[CH2:33][CH2:32][O:31][CH2:30][CH2:29]3)[C:6]=2[N:7]=1, predict the reactants needed to synthesize it. The reactants are: [Cl:1][C:2]1[N:3]=[C:4]([NH:21][C:22]2[CH:27]=[CH:26][N:25]=[CH:24][N:23]=2)[C:5]2[N:10]([CH2:11][CH2:12][O:13][CH2:14][C:15]([F:18])([F:17])[F:16])[N:9]=[C:8]([CH2:19]Cl)[C:6]=2[N:7]=1.[NH:28]1[CH2:33][CH2:32][O:31][CH2:30][CH2:29]1.C(N(CC)C(C)C)(C)C. (4) Given the product [Br:30][CH2:31][CH2:32][O:29][C:25]1[CH:24]=[C:23]([CH:28]=[CH:27][CH:26]=1)[CH2:22][N:18]1[C:19]2[C:15](=[CH:14][C:13]([NH:12][C:5]3[CH:4]=[CH:3][C:2]([Cl:1])=[CH:11][C:6]=3[C:7]([O:9][CH3:10])=[O:8])=[CH:21][CH:20]=2)[CH:16]=[CH:17]1, predict the reactants needed to synthesize it. The reactants are: [Cl:1][C:2]1[CH:3]=[CH:4][C:5]([NH:12][C:13]2[CH:14]=[C:15]3[C:19](=[CH:20][CH:21]=2)[N:18]([CH2:22][C:23]2[CH:28]=[CH:27][CH:26]=[C:25]([OH:29])[CH:24]=2)[CH:17]=[CH:16]3)=[C:6]([CH:11]=1)[C:7]([O:9][CH3:10])=[O:8].[Br:30][CH2:31][CH2:32]Br.C(=O)([O-])[O-].[K+].[K+].O.